From a dataset of NCI-60 drug combinations with 297,098 pairs across 59 cell lines. Regression. Given two drug SMILES strings and cell line genomic features, predict the synergy score measuring deviation from expected non-interaction effect. (1) Drug 1: CN1CCC(CC1)COC2=C(C=C3C(=C2)N=CN=C3NC4=C(C=C(C=C4)Br)F)OC. Drug 2: CNC(=O)C1=CC=CC=C1SC2=CC3=C(C=C2)C(=NN3)C=CC4=CC=CC=N4. Cell line: SK-OV-3. Synergy scores: CSS=13.0, Synergy_ZIP=-3.95, Synergy_Bliss=0.686, Synergy_Loewe=-11.5, Synergy_HSA=-0.915. (2) Drug 1: CC1CCC2CC(C(=CC=CC=CC(CC(C(=O)C(C(C(=CC(C(=O)CC(OC(=O)C3CCCCN3C(=O)C(=O)C1(O2)O)C(C)CC4CCC(C(C4)OC)O)C)C)O)OC)C)C)C)OC. Drug 2: C1=CN(C=N1)CC(O)(P(=O)(O)O)P(=O)(O)O. Cell line: NCI-H460. Synergy scores: CSS=5.74, Synergy_ZIP=-4.72, Synergy_Bliss=0.647, Synergy_Loewe=-13.4, Synergy_HSA=-0.209. (3) Drug 1: CC1=C2C(C(=O)C3(C(CC4C(C3C(C(C2(C)C)(CC1OC(=O)C(C(C5=CC=CC=C5)NC(=O)C6=CC=CC=C6)O)O)OC(=O)C7=CC=CC=C7)(CO4)OC(=O)C)O)C)OC(=O)C. Drug 2: CN(CCCl)CCCl.Cl. Cell line: SNB-75. Synergy scores: CSS=20.6, Synergy_ZIP=-2.78, Synergy_Bliss=7.93, Synergy_Loewe=-11.9, Synergy_HSA=-1.71. (4) Synergy scores: CSS=40.3, Synergy_ZIP=11.8, Synergy_Bliss=16.2, Synergy_Loewe=17.0, Synergy_HSA=17.7. Drug 2: CC1=C(C=C(C=C1)NC2=NC=CC(=N2)N(C)C3=CC4=NN(C(=C4C=C3)C)C)S(=O)(=O)N.Cl. Cell line: U251. Drug 1: CCCS(=O)(=O)NC1=C(C(=C(C=C1)F)C(=O)C2=CNC3=C2C=C(C=N3)C4=CC=C(C=C4)Cl)F. (5) Drug 2: CC(C)NC(=O)C1=CC=C(C=C1)CNNC.Cl. Synergy scores: CSS=23.4, Synergy_ZIP=-7.26, Synergy_Bliss=-1.52, Synergy_Loewe=-22.7, Synergy_HSA=-2.24. Cell line: U251. Drug 1: C1=NC2=C(N1)C(=S)N=C(N2)N.